From a dataset of Forward reaction prediction with 1.9M reactions from USPTO patents (1976-2016). Predict the product of the given reaction. (1) Given the reactants [Cl:1][C:2]1[C:10]([C:11]([OH:13])=[O:12])=[CH:9][CH:8]=[C:7]2[C:3]=1[C:4](=O)[C:5](=[O:14])[NH:6]2.[Cl:16][C:17]1[CH:18]=[C:19]([CH2:24][C:25]([NH:27][NH2:28])=[O:26])[CH:20]=[CH:21][C:22]=1[OH:23], predict the reaction product. The product is: [Cl:1][C:2]1[C:10]([C:11]([OH:13])=[O:12])=[CH:9][CH:8]=[C:7]2[C:3]=1/[C:4](=[N:28]/[NH:27][C:25](=[O:26])[CH2:24][C:19]1[CH:20]=[CH:21][C:22]([OH:23])=[C:17]([Cl:16])[CH:18]=1)/[C:5](=[O:14])[NH:6]2. (2) Given the reactants [C:1]([C:3]([C:6]1[CH:7]=[C:8]([CH:42]=[CH:43][CH:44]=1)[C:9]([NH:11][C:12]1[CH:13]=[CH:14][C:15]([CH3:41])=[C:16]([NH:18][C:19]2[C:28]3[C:23](=[CH:24][C:25]([O:29][CH2:30][CH2:31][CH2:32][NH:33]C(=O)OC(C)(C)C)=[CH:26][CH:27]=3)[N:22]=[CH:21][N:20]=2)[CH:17]=1)=[O:10])([CH3:5])[CH3:4])#[N:2].[ClH:45], predict the reaction product. The product is: [ClH:45].[NH2:33][CH2:32][CH2:31][CH2:30][O:29][C:25]1[CH:24]=[C:23]2[C:28]([C:19]([NH:18][C:16]3[CH:17]=[C:12]([NH:11][C:9](=[O:10])[C:8]4[CH:42]=[CH:43][CH:44]=[C:6]([C:3]([C:1]#[N:2])([CH3:5])[CH3:4])[CH:7]=4)[CH:13]=[CH:14][C:15]=3[CH3:41])=[N:20][CH:21]=[N:22]2)=[CH:27][CH:26]=1. (3) The product is: [NH2:37][C@@H:34]1[CH2:35][CH2:36][N:32]([CH2:29][C:17]2[C:16]3[C:21](=[CH:22][CH:23]=[C:14]([C:8]4[CH:7]=[C:6]([CH:11]=[C:10]([F:12])[C:9]=4[CH3:13])[C:5]([NH:4][CH:1]4[CH2:2][CH2:3]4)=[O:31])[CH:15]=3)[C:20](=[O:24])[N:19]([CH2:25][CH:26]3[CH2:28][CH2:27]3)[CH:18]=2)[CH2:33]1. Given the reactants [CH:1]1([NH:4][C:5](=[O:31])[C:6]2[CH:11]=[C:10]([F:12])[C:9]([CH3:13])=[C:8]([C:14]3[CH:15]=[C:16]4[C:21](=[CH:22][CH:23]=3)[C:20](=[O:24])[N:19]([CH2:25][CH:26]3[CH2:28][CH2:27]3)[CH:18]=[C:17]4[CH:29]=O)[CH:7]=2)[CH2:3][CH2:2]1.[NH:32]1[CH2:36][CH2:35][C@@H:34]([NH2:37])[CH2:33]1, predict the reaction product. (4) Given the reactants [F:1][C:2]([F:25])([F:24])[O:3][C:4]1[CH:9]=[CH:8][C:7]([NH:10][C:11](=[O:23])[C:12]2[CH:13]=[C:14]([CH:18]=[CH:19][C:20]=2[O:21][CH3:22])[C:15](O)=[O:16])=[CH:6][CH:5]=1.[Cl-].[NH4+].O.[N:29]1(O)C2C=CC=CC=2N=N1.Cl.CN(C)CCCN=C=NCC.C(N(CC)C(C)C)(C)C, predict the reaction product. The product is: [F:1][C:2]([F:25])([F:24])[O:3][C:4]1[CH:9]=[CH:8][C:7]([NH:10][C:11](=[O:23])[C:12]2[CH:13]=[C:14]([CH:18]=[CH:19][C:20]=2[O:21][CH3:22])[C:15]([NH2:29])=[O:16])=[CH:6][CH:5]=1. (5) Given the reactants [CH3:1][C:2]1[C:7]([CH3:8])=[C:6]([O:9][C:10]([CH2:12][CH2:13][C:14]([O:16][CH2:17][CH2:18][OH:19])=[O:15])=[O:11])[C:5]([CH3:20])=[C:4]2[CH2:21][CH2:22][C:23]([CH2:26][CH2:27][CH2:28][CH:29]([CH2:31][CH2:32][CH2:33][CH:34]([CH2:36][CH2:37][CH2:38][CH:39]([CH3:41])[CH3:40])[CH3:35])[CH3:30])([CH3:25])[O:24][C:3]=12.[N:42]1([C:54](=[O:55])[C:53]2[N:51]([CH3:52])[CH:50]=[N:49][C:48]=2[N:46]([CH3:47])[C:44]1=[O:45])[CH3:43], predict the reaction product. The product is: [N:42]1([C:54](=[O:55])[C:53]2[N:51]([CH3:52])[CH:50]=[N:49][C:48]=2[N:46]([CH3:47])[C:44]1=[O:45])[CH3:43].[CH3:1][C:2]1[C:7]([CH3:8])=[C:6]([O:9][C:10]([CH2:12][CH2:13][C:14]([O:16][CH2:17][CH2:18][OH:19])=[O:15])=[O:11])[C:5]([CH3:20])=[C:4]2[CH2:21][CH2:22][C:23]([CH2:26][CH2:27][CH2:28][CH:29]([CH2:31][CH2:32][CH2:33][CH:34]([CH2:36][CH2:37][CH2:38][CH:39]([CH3:41])[CH3:40])[CH3:35])[CH3:30])([CH3:25])[O:24][C:3]=12. (6) The product is: [CH2:1]([N:8]1[C:9](=[O:12])[CH2:10][O:18][C@@H:17]2[CH2:16][CH2:15][C:14]([F:20])([F:19])[C@@H:13]12)[C:2]1[CH:7]=[CH:6][CH:5]=[CH:4][CH:3]=1. Given the reactants [CH2:1]([N:8]([C@H:13]1[C@H:17]([OH:18])[CH2:16][CH2:15][C:14]1([F:20])[F:19])[C:9](=[O:12])[CH2:10]Cl)[C:2]1[CH:7]=[CH:6][CH:5]=[CH:4][CH:3]=1.CC([O-])(C)C.[K+].C1COCC1, predict the reaction product. (7) Given the reactants C[O:2][C:3]([C:5]1[C:6]([NH:25][CH:26]([CH2:29][CH3:30])[CH2:27][CH3:28])=[C:7]2[N:14]([CH3:15])[CH:13]=[C:12]([C:16]3[C:21]([CH3:22])=[CH:20][C:19]([CH3:23])=[CH:18][C:17]=3[CH3:24])[C:8]2=[N:9][C:10]=1[CH3:11])=[O:4].[OH-].[Na+].Cl, predict the reaction product. The product is: [CH2:27]([CH:26]([NH:25][C:6]1[C:5]([C:3]([OH:4])=[O:2])=[C:10]([CH3:11])[N:9]=[C:8]2[C:12]([C:16]3[C:17]([CH3:24])=[CH:18][C:19]([CH3:23])=[CH:20][C:21]=3[CH3:22])=[CH:13][N:14]([CH3:15])[C:7]=12)[CH2:29][CH3:30])[CH3:28]. (8) Given the reactants [C:1]([Si:5]([O:18][CH2:19][C:20]1[CH:25]=[C:24]([C:26]([O:28]CC)=[CH2:27])[C:23]([O:31][CH2:32][O:33][CH3:34])=[CH:22][C:21]=1[O:35][CH2:36][CH:37]1[CH2:39][CH2:38]1)([C:12]1[CH:17]=[CH:16][CH:15]=[CH:14][CH:13]=1)[C:6]1[CH:11]=[CH:10][CH:9]=[CH:8][CH:7]=1)([CH3:4])([CH3:3])[CH3:2].Cl.C(=O)(O)[O-].[Na+], predict the reaction product. The product is: [Si:5]([O:18][CH2:19][C:20]1[C:21]([O:35][CH2:36][CH:37]2[CH2:38][CH2:39]2)=[CH:22][C:23]([O:31][CH2:32][O:33][CH3:34])=[C:24]([C:26](=[O:28])[CH3:27])[CH:25]=1)([C:1]([CH3:2])([CH3:3])[CH3:4])([C:12]1[CH:17]=[CH:16][CH:15]=[CH:14][CH:13]=1)[C:6]1[CH:7]=[CH:8][CH:9]=[CH:10][CH:11]=1. (9) Given the reactants C(OC(=O)[NH:7][C@H:8]1[CH2:12][CH2:11][N:10]([CH2:13][CH2:14][C@@H:15]2[CH2:19][S:18][C:17]([C:20]3[NH:21][C:22]4[C:27]([CH:28]=3)=[CH:26][C:25]([Cl:29])=[CH:24][C:23]=4[NH:30][CH:31]3[CH2:36][CH2:35][O:34][CH2:33][CH2:32]3)=[N:16]2)[CH2:9]1)(C)(C)C.O1CCOCC1.Cl, predict the reaction product. The product is: [NH2:7][C@H:8]1[CH2:12][CH2:11][N:10]([CH2:13][CH2:14][C@@H:15]2[CH2:19][S:18][C:17]([C:20]3[NH:21][C:22]4[C:27]([CH:28]=3)=[CH:26][C:25]([Cl:29])=[CH:24][C:23]=4[NH:30][CH:31]3[CH2:36][CH2:35][O:34][CH2:33][CH2:32]3)=[N:16]2)[CH2:9]1. (10) Given the reactants [F:1][C:2]([F:11])([F:10])[C:3]1[CH:9]=[CH:8][C:6]([NH2:7])=[CH:5][CH:4]=1.[NH:12]1[C:16]2[CH:17]=[CH:18][CH:19]=[CH:20][C:15]=2[N:14]=[N:13]1.[CH2:21]([O:28][CH2:29][CH2:30][CH:31]=O)[C:22]1[CH:27]=[CH:26][CH:25]=[CH:24][CH:23]=1, predict the reaction product. The product is: [N:12]1([CH:31]([NH:7][C:6]2[CH:8]=[CH:9][C:3]([C:2]([F:10])([F:11])[F:1])=[CH:4][CH:5]=2)[CH2:30][CH2:29][O:28][CH2:21][C:22]2[CH:27]=[CH:26][CH:25]=[CH:24][CH:23]=2)[C:16]2[CH:17]=[CH:18][CH:19]=[CH:20][C:15]=2[N:14]=[N:13]1.